From a dataset of Full USPTO retrosynthesis dataset with 1.9M reactions from patents (1976-2016). Predict the reactants needed to synthesize the given product. (1) Given the product [Cl:1][C:2]1[CH:7]=[C:6]([F:8])[CH:5]=[CH:4][C:3]=1[C:9]1[N:13]([CH3:14])[N:12]=[C:11]([CH3:15])[C:10]=1[NH:38][C:41](=[O:45])[O:44][CH3:43], predict the reactants needed to synthesize it. The reactants are: [Cl:1][C:2]1[CH:7]=[C:6]([F:8])[CH:5]=[CH:4][C:3]=1[C:9]1[N:13]([CH3:14])[N:12]=[C:11]([CH3:15])[C:10]=1C(O)=O.C1(P(N=[N+]=[N-])(C2C=CC=CC=2)=O)C=CC=CC=1.C([N:38]([CH2:41]C)CC)C.[CH3:43][OH:44].[OH2:45]. (2) Given the product [ClH:1].[C:21]1([C:27]2[S:31][C:30]([S:32][CH2:2][CH2:3][CH2:4][N:5]3[CH2:10][C@H:9]4[C@:7]([C:11]5[CH:16]=[CH:15][C:14]([C:17]([F:20])([F:19])[F:18])=[CH:13][CH:12]=5)([CH2:8]4)[CH2:6]3)=[N:29][N:28]=2)[CH:22]=[CH:23][CH:24]=[CH:25][CH:26]=1, predict the reactants needed to synthesize it. The reactants are: [Cl:1][CH2:2][CH2:3][CH2:4][N:5]1[CH2:10][C@H:9]2[C@:7]([C:11]3[CH:16]=[CH:15][C:14]([C:17]([F:20])([F:19])[F:18])=[CH:13][CH:12]=3)([CH2:8]2)[CH2:6]1.[C:21]1([C:27]2[S:31][C:30](=[S:32])[NH:29][N:28]=2)[CH:26]=[CH:25][CH:24]=[CH:23][CH:22]=1. (3) Given the product [Br:14][C:15]1[CH:16]=[C:3]2[CH:4]=[CH:5][S:1][C:2]2=[N:6][CH:7]=1, predict the reactants needed to synthesize it. The reactants are: [S:1]1[CH:5]=[CH:4][CH:3]=[C:2]1[NH:6][C:7](=O)OC(C)(C)C.[Br:14][CH:15](C=O)[CH:16]=O.Cl. (4) Given the product [NH2:8][C:9]1[C:14]([C:15]([NH2:21])=[O:17])=[CH:13][N:12]=[CH:11][CH:10]=1.[C:1]([O:5][C:6](=[O:7])[NH:8][C:9]1[CH:10]=[CH:11][N:12]=[CH:13][C:14]=1[C:15](=[O:17])[NH2:21])([CH3:4])([CH3:3])[CH3:2], predict the reactants needed to synthesize it. The reactants are: [C:1]([O:5][C:6]([NH:8][C:9]1[C:14]([C:15]([OH:17])=O)=[CH:13][N:12]=[CH:11][CH:10]=1)=[O:7])([CH3:4])([CH3:3])[CH3:2].C(C1NC=CN=1)(C1[NH:21]C=CN=1)=O.C(Cl)Cl.CO. (5) Given the product [C:10]([N:1]1[C:5]2[CH2:6][CH2:7][CH2:8][CH2:9][C:4]=2[N:3]=[N:2]1)([C:11]1[CH:16]=[CH:15][CH:14]=[CH:13][CH:12]=1)([C:23]1[CH:24]=[CH:25][CH:26]=[CH:27][CH:28]=1)[C:17]1[CH:18]=[CH:19][CH:20]=[CH:21][CH:22]=1, predict the reactants needed to synthesize it. The reactants are: [NH:1]1[C:5]2=[CH:6][CH:7]=[CH:8][CH2:9][CH:4]2[NH:3][NH:2]1.[C:10](Cl)([C:23]1[CH:28]=[CH:27][CH:26]=[CH:25][CH:24]=1)([C:17]1[CH:22]=[CH:21][CH:20]=[CH:19][CH:18]=1)[C:11]1[CH:16]=[CH:15][CH:14]=[CH:13][CH:12]=1.C(N(CC)CC)C. (6) The reactants are: CS[C:3]1[N:4]=[C:5]([CH2:12][C:13]2[CH:17]=[CH:16][S:15][CH:14]=2)[NH:6][C:7](=[O:11])[C:8]=1[C:9]#[N:10].[CH:18]1([NH2:21])[CH2:20][CH2:19]1. Given the product [CH:18]1([NH:21][C:3]2[N:4]=[C:5]([CH2:12][C:13]3[CH:17]=[CH:16][S:15][CH:14]=3)[NH:6][C:7](=[O:11])[C:8]=2[C:9]#[N:10])[CH2:20][CH2:19]1, predict the reactants needed to synthesize it. (7) Given the product [Cl:28][C:19]1[N:20]=[C:15]([C:7]2[CH:8]=[C:9]([C:10]3[CH:14]=[CH:13][O:12][N:11]=3)[N:5]([CH2:4][C:3]3[CH:22]=[CH:23][CH:24]=[CH:25][C:2]=3[F:1])[N:6]=2)[N:16]=[N:17][CH:18]=1, predict the reactants needed to synthesize it. The reactants are: [F:1][C:2]1[CH:25]=[CH:24][CH:23]=[CH:22][C:3]=1[CH2:4][N:5]1[C:9]([C:10]2[CH:14]=[CH:13][O:12][N:11]=2)=[CH:8][C:7]([C:15]2[NH:20][C:19](=O)[CH:18]=[N:17][N:16]=2)=[N:6]1.P(Cl)(Cl)([Cl:28])=O. (8) Given the product [NH2:36][C:28]1[N:29]=[C:30]([CH:33]2[CH2:35][CH2:34]2)[C:31]2[N:32]=[C:23]([C:9]3[CH:10]=[CH:11][C:12]([N:15]4[CH2:19][CH2:18][CH2:17][C:16]4=[O:20])=[CH:13][CH:14]=3)[CH:24]=[CH:25][C:26]=2[N:27]=1, predict the reactants needed to synthesize it. The reactants are: CC1(C)C(C)(C)OB([C:9]2[CH:14]=[CH:13][C:12]([N:15]3[CH2:19][CH2:18][CH2:17][C:16]3=[O:20])=[CH:11][CH:10]=2)O1.Cl[C:23]1[CH:24]=[CH:25][C:26]2[N:27]=[C:28]([NH:36]C(=O)C)[N:29]=[C:30]([CH:33]3[CH2:35][CH2:34]3)[C:31]=2[N:32]=1. (9) Given the product [Br:1][C:2]1[CH:3]=[CH:4][C:5]2[S:9][C:8]([CH2:10][OH:11])=[CH:7][C:6]=2[CH:13]=1, predict the reactants needed to synthesize it. The reactants are: [Br:1][C:2]1[CH:3]=[CH:4][C:5]2[S:9][C:8]([C:10]([O-])=[O:11])=[CH:7][C:6]=2[CH:13]=1.B#B.